Dataset: Full USPTO retrosynthesis dataset with 1.9M reactions from patents (1976-2016). Task: Predict the reactants needed to synthesize the given product. (1) Given the product [I:12][C:13]1[CH:19]=[CH:18][C:16]([NH:17][C:2]2[N:7]=[CH:6][CH:5]=[CH:4][N:3]=2)=[CH:15][CH:14]=1, predict the reactants needed to synthesize it. The reactants are: Cl[C:2]1[N:7]=[CH:6][CH:5]=[CH:4][N:3]=1.C(O)(=O)C.[I:12][C:13]1[CH:19]=[CH:18][C:16]([NH2:17])=[CH:15][CH:14]=1.C(=O)([O-])O.[Na+]. (2) Given the product [CH3:1][O:2][C:3]1[CH:4]=[C:5]2[C:10](=[CH:11][C:12]=1[O:13][CH3:14])[N:9]=[CH:8][CH:7]=[C:6]2[O:15][C:16]1[CH:22]=[CH:21][C:19]([NH:20][C:36]([NH:51][C@@H:49]([C:45]2[S:44][CH:48]=[CH:47][N:46]=2)[CH3:50])=[O:42])=[CH:18][C:17]=1[O:23][CH3:24], predict the reactants needed to synthesize it. The reactants are: [CH3:1][O:2][C:3]1[CH:4]=[C:5]2[C:10](=[CH:11][C:12]=1[O:13][CH3:14])[N:9]=[CH:8][CH:7]=[C:6]2[O:15][C:16]1[CH:22]=[CH:21][C:19]([NH2:20])=[CH:18][C:17]=1[O:23][CH3:24].C(N(CC)CC)C.ClC(Cl)(O[C:36](=[O:42])OC(Cl)(Cl)Cl)Cl.[S:44]1[CH:48]=[CH:47][N:46]=[C:45]1[C@H:49]([NH2:51])[CH3:50]. (3) Given the product [Cl:8][C:4]1[CH:5]=[CH:6][CH:7]=[C:2]([Cl:1])[C:3]=1[C:9]1[C:13]([CH2:14][O:15][C:16]2[CH:21]=[CH:20][C:19]([C:22]3[CH:31]=[C:30]4[C:25]([C:26]([C:36]([OH:38])=[O:37])=[CH:27][C:28]([C:32]([OH:34])=[O:33])=[N:29]4)=[CH:24][CH:23]=3)=[CH:18][CH:17]=2)=[C:12]([CH:40]([CH3:42])[CH3:41])[O:11][N:10]=1, predict the reactants needed to synthesize it. The reactants are: [Cl:1][C:2]1[CH:7]=[CH:6][CH:5]=[C:4]([Cl:8])[C:3]=1[C:9]1[C:13]([CH2:14][O:15][C:16]2[CH:21]=[CH:20][C:19]([C:22]3[CH:31]=[C:30]4[C:25]([C:26]([C:36]([O:38]C)=[O:37])=[CH:27][C:28]([C:32]([O:34]C)=[O:33])=[N:29]4)=[CH:24][CH:23]=3)=[CH:18][CH:17]=2)=[C:12]([CH:40]([CH3:42])[CH3:41])[O:11][N:10]=1.CCO.O.[OH-].[Na+]. (4) Given the product [CH3:18][O:17][C@@H:5]([CH2:6][C:7]1[CH:8]=[CH:9][C:10]([O:13][CH2:14][CH2:15][O:26][C:20]2[CH:25]=[CH:24][CH:23]=[CH:22][CH:21]=2)=[CH:11][CH:12]=1)[C:4]([OH:3])=[O:19], predict the reactants needed to synthesize it. The reactants are: C([O:3][C:4](=[O:19])[C@@H:5]([O:17][CH3:18])[CH2:6][C:7]1[CH:12]=[CH:11][C:10]([O:13][CH2:14][CH2:15]Br)=[CH:9][CH:8]=1)C.[C:20]1([OH:26])[CH:25]=[CH:24][CH:23]=[CH:22][CH:21]=1.CO[C@@H](CC1C=CC(OCCCOC2C=CC=CC=2)=CC=1)C(O)=O. (5) Given the product [C:32]([C:29]1[CH:28]=[CH:27][C:26]([CH:11]2[CH2:12][C:13](=[O:25])[N:14]([C:15]3[CH:20]=[CH:19][CH:18]=[C:17]([C:21]([F:22])([F:23])[F:24])[CH:16]=3)[C:1]([CH3:2])=[C:4]2[C:5]([O:7][CH2:8][CH:9]=[CH2:10])=[O:6])=[CH:31][CH:30]=1)#[N:33], predict the reactants needed to synthesize it. The reactants are: [C:1]([CH:4]([CH:11]([C:26]1[CH:31]=[CH:30][C:29]([C:32]#[N:33])=[CH:28][CH:27]=1)[CH2:12][C:13](=[O:25])[NH:14][C:15]1[CH:20]=[CH:19][CH:18]=[C:17]([C:21]([F:24])([F:23])[F:22])[CH:16]=1)[C:5]([O:7][CH2:8][CH:9]=[CH2:10])=[O:6])(=O)[CH3:2].S([O-])([O-])(=O)=O.[Mg+2]. (6) Given the product [O:27]1[CH2:28][CH2:29][CH:24]([NH:23][C:3]([C:5]2[N:6]([CH3:22])[N:7]=[C:8]([O:10][CH2:11][C:12]3[C:13]([CH2:18][CH2:19][CH2:20][CH3:21])=[N:14][O:15][C:16]=3[CH3:17])[CH:9]=2)=[O:4])[CH2:25][CH2:26]1, predict the reactants needed to synthesize it. The reactants are: CO[C:3]([C:5]1[N:6]([CH3:22])[N:7]=[C:8]([O:10][CH2:11][C:12]2[C:13]([CH2:18][CH2:19][CH2:20][CH3:21])=[N:14][O:15][C:16]=2[CH3:17])[CH:9]=1)=[O:4].[NH2:23][CH:24]1[CH2:29][CH2:28][O:27][CH2:26][CH2:25]1. (7) The reactants are: Cl.[NH2:2][CH2:3][CH2:4][C:5]([O:7][CH2:8][CH3:9])=[O:6].C(=O)([O-])[O-].[F:14][C:15]1[CH:37]=[CH:36][CH:35]=[CH:34][C:16]=1[O:17][C:18]1[C:31](=[O:32])[N:30]([CH3:33])[C:21]2[N:22]=[C:23](S(C)(=O)=O)[N:24]=[CH:25][C:20]=2[CH:19]=1. Given the product [F:14][C:15]1[CH:37]=[CH:36][CH:35]=[CH:34][C:16]=1[O:17][C:18]1[C:31](=[O:32])[N:30]([CH3:33])[C:21]2[N:22]=[C:23]([NH:2][CH2:3][CH2:4][C:5]([O:7][CH2:8][CH3:9])=[O:6])[N:24]=[CH:25][C:20]=2[CH:19]=1, predict the reactants needed to synthesize it.